This data is from Catalyst prediction with 721,799 reactions and 888 catalyst types from USPTO. The task is: Predict which catalyst facilitates the given reaction. (1) Reactant: C(N(CC)CC)C.[CH2:8]([C@H:15]1[CH2:19][O:18][C:17](=[O:20])[NH:16]1)[C:9]1[CH:14]=[CH:13][CH:12]=[CH:11][CH:10]=1.[C:21](Cl)(=[O:26])[CH2:22][CH:23]([CH3:25])[CH3:24]. Product: [CH2:8]([C@H:15]1[CH2:19][O:18][C:17](=[O:20])[N:16]1[C:21](=[O:26])[CH2:22][CH:23]([CH3:25])[CH3:24])[C:9]1[CH:10]=[CH:11][CH:12]=[CH:13][CH:14]=1. The catalyst class is: 119. (2) Reactant: [NH2:1][CH:2]1[CH2:7][CH2:6][N:5]([C:8]([O:10][C:11]([CH3:14])([CH3:13])[CH3:12])=[O:9])[CH2:4][CH2:3]1.[C:15](Cl)([O:17][CH2:18][C:19]1[CH:24]=[CH:23][CH:22]=[CH:21][CH:20]=1)=[O:16].C(N(C(C)C)CC)(C)C.C(=O)([O-])[O-].[K+].[K+]. Product: [CH2:18]([O:17][C:15]([NH:1][CH:2]1[CH2:3][CH2:4][N:5]([C:8]([O:10][C:11]([CH3:14])([CH3:13])[CH3:12])=[O:9])[CH2:6][CH2:7]1)=[O:16])[C:19]1[CH:24]=[CH:23][CH:22]=[CH:21][CH:20]=1. The catalyst class is: 96.